This data is from Reaction yield outcomes from USPTO patents with 853,638 reactions. The task is: Predict the reaction yield, written as a fraction of the theoretical maximum amount of product (1.0 means a 100% yield; for example, 0.34 means a 34% yield). The reactants are [NH2:1][C:2]1[CH:9]=[CH:8][C:7]([Br:10])=[CH:6][C:3]=1[CH:4]=O.[C:11]([C:14]1[S:18][C:17]([CH3:19])=[N:16][C:15]=1[CH3:20])(=O)[CH3:12].[OH-].[K+].C(O)C. The catalyst is C(O)C. The product is [Br:10][C:7]1[CH:6]=[C:3]2[C:2](=[CH:9][CH:8]=1)[N:1]=[C:11]([C:14]1[S:18][C:17]([CH3:19])=[N:16][C:15]=1[CH3:20])[CH:12]=[CH:4]2. The yield is 0.680.